Predict the reactants needed to synthesize the given product. From a dataset of Full USPTO retrosynthesis dataset with 1.9M reactions from patents (1976-2016). (1) Given the product [C:1]([O:5][C:6]([N:8]1[CH2:9][CH2:10][CH:11]([NH:14][CH2:15][CH2:16][CH3:17])[CH2:12][CH2:13]1)=[O:7])([CH3:4])([CH3:3])[CH3:2], predict the reactants needed to synthesize it. The reactants are: [C:1]([O:5][C:6]([N:8]1[CH2:13][CH2:12][CH:11]([NH:14][CH2:15][CH3:16])[CH2:10][CH2:9]1)=[O:7])([CH3:4])([CH3:3])[CH3:2].[CH:17](=O)CC. (2) The reactants are: [CH3:1][C@@H:2]1[CH2:7][N:6]([C:8]2[CH:9]=[N:10][C:11]([N+:14]([O-])=O)=[CH:12][CH:13]=2)[CH2:5][CH2:4][N:3]1[C:17]([O:19][C:20]([CH3:23])([CH3:22])[CH3:21])=[O:18].[H][H]. Given the product [NH2:14][C:11]1[N:10]=[CH:9][C:8]([N:6]2[CH2:5][CH2:4][N:3]([C:17]([O:19][C:20]([CH3:23])([CH3:22])[CH3:21])=[O:18])[C@H:2]([CH3:1])[CH2:7]2)=[CH:13][CH:12]=1, predict the reactants needed to synthesize it. (3) Given the product [N+:28]([C:16]1[C:17]([NH:19][C:20]2[CH:24]=[C:23]([CH:25]3[CH2:27][CH2:26]3)[NH:22][N:21]=2)=[N:18][C:13]([NH:11][C@H:9]([C:6]2[N:7]=[CH:8][C:3]([F:2])=[CH:4][N:5]=2)[CH3:10])=[N:14][CH:15]=1)([O-:30])=[O:29], predict the reactants needed to synthesize it. The reactants are: Cl.[F:2][C:3]1[CH:4]=[N:5][C:6]([C@@H:9]([NH2:11])[CH3:10])=[N:7][CH:8]=1.Cl[C:13]1[N:18]=[C:17]([NH:19][C:20]2[CH:24]=[C:23]([CH:25]3[CH2:27][CH2:26]3)[NH:22][N:21]=2)[C:16]([N+:28]([O-:30])=[O:29])=[CH:15][N:14]=1.CCN(C(C)C)C(C)C.